This data is from Full USPTO retrosynthesis dataset with 1.9M reactions from patents (1976-2016). The task is: Predict the reactants needed to synthesize the given product. (1) Given the product [CH2:16]([O:15][C:14]1[C:13]([C:23]([NH:25][CH2:26][C:27]2[CH:32]=[CH:31][C:30]([F:33])=[CH:29][CH:28]=2)=[O:24])=[N:12][C:11]([C:34]2[O:36][C:38]([CH3:37])=[N:39][N:49]=2)=[CH:10][C:9]=1[O:8][CH2:1][C:2]1[CH:7]=[CH:6][CH:5]=[CH:4][CH:3]=1)[C:17]1[CH:22]=[CH:21][CH:20]=[CH:19][CH:18]=1, predict the reactants needed to synthesize it. The reactants are: [CH2:1]([O:8][C:9]1[C:14]([O:15][CH2:16][C:17]2[CH:22]=[CH:21][CH:20]=[CH:19][CH:18]=2)=[C:13]([C:23]([NH:25][CH2:26][C:27]2[CH:32]=[CH:31][C:30]([F:33])=[CH:29][CH:28]=2)=[O:24])[N:12]=[C:11]([C:34]([OH:36])=O)[CH:10]=1)[C:2]1[CH:7]=[CH:6][CH:5]=[CH:4][CH:3]=1.[CH3:37][CH2:38][N:39](CC)CC.C1[N:49](P(Cl)(N2C(=O)OCC2)=O)C(=O)OC1.O=P(Cl)(Cl)Cl.[OH-].[Na+]. (2) Given the product [CH3:30][N:31]([O:32][CH3:33])[C:15]([C:3]1[O:4][C:5]2[CH:10]=[C:9]([C:11]([F:12])([F:13])[F:14])[CH:8]=[CH:7][C:6]=2[C:2]=1[CH3:1])=[O:17], predict the reactants needed to synthesize it. The reactants are: [CH3:1][C:2]1[C:6]2[CH:7]=[CH:8][C:9]([C:11]([F:14])([F:13])[F:12])=[CH:10][C:5]=2[O:4][C:3]=1[C:15]([OH:17])=O.C(N1C=CN=C1)(N1C=CN=C1)=O.[CH3:30][NH:31][O:32][CH3:33]. (3) Given the product [OH:15][C:14]1[CH:13]=[CH:12][C:11]([C:10]2[NH:9][C:7]3[CH:8]=[CH:3][CH:4]=[C:5]([C:19]([NH2:21])=[O:20])[C:6]=3[N:18]=2)=[CH:17][CH:16]=1, predict the reactants needed to synthesize it. The reactants are: [OH-].[Na+].[CH:3]1[CH:8]=[C:7]2[NH:9][C:10]([NH:18][C:6]2=[C:5]([C:19]([NH2:21])=[O:20])[CH:4]=1)=[C:11]1[CH:17]=[CH:16][C:14](=[O:15])[CH:13]=[CH:12]1. (4) Given the product [Cl:25][C:24]1[C:19]([N:15]2[CH2:16][CH2:17][CH:12]([S:9]([C:4]3[CH:5]=[CH:6][C:7]([Cl:8])=[C:2]([Cl:1])[CH:3]=3)(=[O:11])=[O:10])[CH2:13][CH2:14]2)=[N:20][CH:21]=[CH:22][CH:23]=1, predict the reactants needed to synthesize it. The reactants are: [Cl:1][C:2]1[CH:3]=[C:4]([S:9]([CH:12]2[CH2:17][CH2:16][NH:15][CH2:14][CH2:13]2)(=[O:11])=[O:10])[CH:5]=[CH:6][C:7]=1[Cl:8].Cl[C:19]1[C:24]([Cl:25])=[CH:23][CH:22]=[CH:21][N:20]=1. (5) Given the product [Cl:33][C:4]1[CH:5]=[C:6]([C:8](=[O:32])[NH:9][C:10]2[S:11][CH:12]=[C:13]([C:15]3[CH:20]=[CH:19][CH:18]=[C:17]([C@@H:21]([O:28][CH3:29])[CH2:22][CH2:23][CH2:24][CH2:25][CH2:26][CH3:27])[C:16]=3[O:30][CH3:31])[N:14]=2)[CH:7]=[C:2]([Cl:1])[C:3]=1/[CH:34]=[C:35](\[CH3:41])/[C:36]([OH:38])=[O:37], predict the reactants needed to synthesize it. The reactants are: [Cl:1][C:2]1[CH:7]=[C:6]([C:8](=[O:32])[NH:9][C:10]2[S:11][CH:12]=[C:13]([C:15]3[CH:20]=[CH:19][CH:18]=[C:17]([C@@H:21]([O:28][CH3:29])[CH2:22][CH2:23][CH2:24][CH2:25][CH2:26][CH3:27])[C:16]=3[O:30][CH3:31])[N:14]=2)[CH:5]=[C:4]([Cl:33])[C:3]=1/[CH:34]=[C:35](\[CH3:41])/[C:36]([O:38]CC)=[O:37].[OH-].[Na+].Cl. (6) The reactants are: [CH3:1][O:2][C:3]1[CH:10]=[CH:9][C:6]([CH2:7][NH2:8])=[CH:5][CH:4]=1.C(N(C(C)C)CC)(C)C.[I-].[Na+].Br[CH2:23][CH2:24][CH2:25][NH:26][C:27]1[C:36](=[O:37])[C:31]2[N:32]=[C:33]([CH3:35])[S:34][C:30]=2[C:29](=[O:38])[CH:28]=1. Given the product [CH3:1][O:2][C:3]1[CH:10]=[CH:9][C:6]([CH2:7][NH:8][CH2:23][CH2:24][CH2:25][NH:26][C:27]2[C:36](=[O:37])[C:31]3[N:32]=[C:33]([CH3:35])[S:34][C:30]=3[C:29](=[O:38])[CH:28]=2)=[CH:5][CH:4]=1, predict the reactants needed to synthesize it. (7) Given the product [CH2:11]([N:10]([CH2:15][CH2:16][CH2:17][CH3:18])[CH2:9][CH2:8][CH2:7][O:6][C:5]1[CH:19]=[CH:20][C:2]([B:22]([OH:25])[OH:23])=[CH:3][CH:4]=1)[CH2:12][CH2:13][CH3:14], predict the reactants needed to synthesize it. The reactants are: Br[C:2]1[CH:20]=[CH:19][C:5]([O:6][CH2:7][CH2:8][CH2:9][N:10]([CH2:15][CH2:16][CH2:17][CH3:18])[CH2:11][CH2:12][CH2:13][CH3:14])=[CH:4][CH:3]=1.[Mg].[B:22](OC)([O:25]C)[O:23]C.